From a dataset of Kir2.1 potassium channel HTS with 301,493 compounds. Binary Classification. Given a drug SMILES string, predict its activity (active/inactive) in a high-throughput screening assay against a specified biological target. The molecule is s1c(C(=O)NC(CC)(C)C)c(Oc2c([N+]([O-])=O)cc(F)cc2)cc1. The result is 0 (inactive).